This data is from Peptide-MHC class II binding affinity with 134,281 pairs from IEDB. The task is: Regression. Given a peptide amino acid sequence and an MHC pseudo amino acid sequence, predict their binding affinity value. This is MHC class II binding data. The peptide sequence is IGRIAETILGYNPSA. The MHC is DRB1_1101 with pseudo-sequence DRB1_1101. The binding affinity (normalized) is 0.338.